From a dataset of Full USPTO retrosynthesis dataset with 1.9M reactions from patents (1976-2016). Predict the reactants needed to synthesize the given product. (1) Given the product [C:11]([O:10][C:9](=[O:15])[N:8]([C:6]1[N:7]=[C:2]([C:28]2[C:27]([Cl:26])=[CH:32][N:31]=[C:30]([F:33])[CH:29]=2)[C:3]([Cl:25])=[CH:4][CH:5]=1)[CH2:16][CH:17]1[CH2:22][CH2:21][O:20][C:19]([CH3:24])([CH3:23])[CH2:18]1)([CH3:14])([CH3:13])[CH3:12], predict the reactants needed to synthesize it. The reactants are: Br[C:2]1[N:7]=[C:6]([N:8]([CH2:16][CH:17]2[CH2:22][CH2:21][O:20][C:19]([CH3:24])([CH3:23])[CH2:18]2)[C:9](=[O:15])[O:10][C:11]([CH3:14])([CH3:13])[CH3:12])[CH:5]=[CH:4][C:3]=1[Cl:25].[Cl:26][C:27]1[C:28](B(O)O)=[CH:29][C:30]([F:33])=[N:31][CH:32]=1.C(=O)([O-])[O-].[Na+].[Na+]. (2) Given the product [SH:4][C:5]1[CH:10]=[CH:9][C:8]([CH:11]([CH2:20][CH:21]2[CH2:26][CH2:25][O:24][CH2:23][CH2:22]2)[C:12]([NH:14][C:15]2[S:16][CH:17]=[CH:18][N:19]=2)=[O:13])=[CH:7][CH:6]=1, predict the reactants needed to synthesize it. The reactants are: COC[S:4][C:5]1[CH:10]=[CH:9][C:8]([CH:11]([CH2:20][CH:21]2[CH2:26][CH2:25][O:24][CH2:23][CH2:22]2)[C:12]([NH:14][C:15]2[S:16][CH:17]=[CH:18][N:19]=2)=[O:13])=[CH:7][CH:6]=1. (3) The reactants are: [CH2:1]([N:8]([CH2:12][Si](C)(C)C)[CH2:9]OC)[C:2]1[CH:7]=[CH:6][CH:5]=[CH:4][CH:3]=1.[F:17][CH2:18][C:19](=[CH2:25])[C:20]([O:22][CH2:23][CH3:24])=[O:21].C(O)(C(F)(F)F)=O.C([O-])(O)=O.[Na+]. Given the product [CH2:1]([N:8]1[CH2:9][CH2:25][C:19]([CH2:18][F:17])([C:20]([O:22][CH2:23][CH3:24])=[O:21])[CH2:12]1)[C:2]1[CH:3]=[CH:4][CH:5]=[CH:6][CH:7]=1, predict the reactants needed to synthesize it. (4) Given the product [N:23]1([C:5]2[C:6]3[N:7]([CH:8]=[C:9]([CH2:11][CH2:12][C:13]4[CH:22]=[CH:21][C:20]5[C:15](=[CH:16][CH:17]=[CH:18][CH:19]=5)[N:14]=4)[N:10]=3)[C:2]([C:35]3[CH:36]=[CH:37][C:38]([N:41]4[CH:45]=[N:44][C:43](=[O:46])[N:42]4[CH2:47][O:48][CH2:49][CH2:50][Si:51]([CH3:54])([CH3:53])[CH3:52])=[CH:39][CH:40]=3)=[CH:3][N:4]=2)[CH2:28][CH2:27][O:26][CH2:25][CH2:24]1, predict the reactants needed to synthesize it. The reactants are: Br[C:2]1[N:7]2[CH:8]=[C:9]([CH2:11][CH2:12][C:13]3[CH:22]=[CH:21][C:20]4[C:15](=[CH:16][CH:17]=[CH:18][CH:19]=4)[N:14]=3)[N:10]=[C:6]2[C:5]([N:23]2[CH2:28][CH2:27][O:26][CH2:25][CH2:24]2)=[N:4][CH:3]=1.CC1(C)OB([C:35]2[CH:40]=[CH:39][C:38]([N:41]3[CH:45]=[N:44][C:43](=[O:46])[N:42]3[CH2:47][O:48][CH2:49][CH2:50][Si:51]([CH3:54])([CH3:53])[CH3:52])=[CH:37][CH:36]=2)OC1(C)C. (5) The reactants are: C([O:8][N:9]1[C:18]2[C:13](=[C:14]([C:19]3[CH:24]=[CH:23][CH:22]=[C:21](Br)[CH:20]=3)[CH:15]=[CH:16][N:17]=2)[C:12]([OH:26])=[C:11](C(OCC)=O)[C:10]1=[O:32])C1C=CC=CC=1.C([NH:40][CH2:41][C:42]1[CH:43]=[C:44](B(O)O)[CH:45]=[CH:46][CH:47]=1)(OC(C)(C)C)=O.C(=O)([O-])[O-].[K+].[K+].N#N. Given the product [NH2:40][CH2:41][C:42]1[CH:47]=[C:46]([C:21]2[CH:22]=[CH:23][CH:24]=[C:19]([C:14]3[CH:15]=[CH:16][N:17]=[C:18]4[C:13]=3[C:12]([OH:26])=[CH:11][C:10](=[O:32])[N:9]4[OH:8])[CH:20]=2)[CH:45]=[CH:44][CH:43]=1, predict the reactants needed to synthesize it.